This data is from Full USPTO retrosynthesis dataset with 1.9M reactions from patents (1976-2016). The task is: Predict the reactants needed to synthesize the given product. Given the product [CH3:1][O:2][C:3]1[CH:8]=[CH:7][C:6]([CH2:9][CH2:10][CH:11]=[O:12])=[CH:5][CH:4]=1, predict the reactants needed to synthesize it. The reactants are: [CH3:1][O:2][C:3]1[CH:8]=[CH:7][C:6]([CH2:9][CH2:10][C:11](O)=[O:12])=[CH:5][CH:4]=1.CC(C[AlH]CC(C)C)C.[NH4+].[Cl-].